Dataset: Full USPTO retrosynthesis dataset with 1.9M reactions from patents (1976-2016). Task: Predict the reactants needed to synthesize the given product. (1) Given the product [F:1][C:2]([F:24])([F:23])[C:3]1[CH:4]=[C:5]([C:13]2[N:17]=[CH:16][N:15](/[CH:18]=[CH:19]\[C:20]([N:35]([C:33](=[O:34])[CH2:32][N:31]3[CH2:30][CH2:29][O:28][CH2:27][C:26]3([CH3:25])[CH3:37])[NH2:36])=[O:22])[N:14]=2)[CH:6]=[C:7]([C:9]([F:12])([F:11])[F:10])[CH:8]=1, predict the reactants needed to synthesize it. The reactants are: [F:1][C:2]([F:24])([F:23])[C:3]1[CH:4]=[C:5]([C:13]2[N:17]=[CH:16][N:15](/[CH:18]=[CH:19]\[C:20]([OH:22])=O)[N:14]=2)[CH:6]=[C:7]([C:9]([F:12])([F:11])[F:10])[CH:8]=1.[CH3:25][C:26]1([CH3:37])[N:31]([CH2:32][C:33]([NH:35][NH2:36])=[O:34])[CH2:30][CH2:29][O:28][CH2:27]1.C1COCC1.CCN(C(C)C)C(C)C. (2) Given the product [Cl:1][C:2]1[N:6]2[N:7]=[C:8]([O:11][CH3:12])[CH:9]=[CH:10][C:5]2=[N:4][C:3]=1[C:13]1[CH:18]=[CH:17][C:16]([CH3:19])=[C:15]([CH:14]=1)[NH2:20], predict the reactants needed to synthesize it. The reactants are: [Cl:1][C:2]1[N:6]2[N:7]=[C:8]([O:11][CH3:12])[CH:9]=[CH:10][C:5]2=[N:4][C:3]=1[C:13]1[CH:18]=[CH:17][C:16]([CH3:19])=[C:15]([N+:20]([O-])=O)[CH:14]=1.CC(O)=O.